Dataset: Reaction yield outcomes from USPTO patents with 853,638 reactions. Task: Predict the reaction yield, written as a fraction of the theoretical maximum amount of product (1.0 means a 100% yield; for example, 0.34 means a 34% yield). (1) The reactants are C([O:3][C:4](=[O:31])[CH2:5][CH2:6][CH2:7][S:8][C:9]1[N:13]([CH2:14][C:15]2[C:24]3[C:19](=[CH:20][CH:21]=[CH:22][CH:23]=3)[CH:18]=[CH:17][CH:16]=2)[C:12]2[CH:25]=[C:26]([F:30])[C:27]([F:29])=[CH:28][C:11]=2[N:10]=1)C.[OH-].[Li+].Cl. The catalyst is CO. The product is [C:15]1([CH2:14][N:13]2[C:12]3[CH:25]=[C:26]([F:30])[C:27]([F:29])=[CH:28][C:11]=3[N:10]=[C:9]2[S:8][CH2:7][CH2:6][CH2:5][C:4]([OH:31])=[O:3])[C:24]2[C:19](=[CH:20][CH:21]=[CH:22][CH:23]=2)[CH:18]=[CH:17][CH:16]=1. The yield is 0.980. (2) The reactants are C([O:4][CH2:5][C:6]1[C:7]([N:39]2[CH2:51][CH2:50][N:42]3[C:43]4[CH2:44][CH2:45][CH2:46][CH2:47][C:48]=4[CH:49]=[C:41]3[C:40]2=[O:52])=[N:8][CH:9]=[CH:10][C:11]=1[C:12]1[CH:17]=[C:16]([NH:18][C:19]2[CH:24]=[CH:23][C:22]([N:25]3[CH2:30][CH2:29][N:28]([CH:31]4[CH2:34][O:33][CH2:32]4)[CH2:27][C:26]3([CH3:36])[CH3:35])=[CH:21][N:20]=2)[C:15](=[O:37])[N:14]([CH3:38])[CH:13]=1)(=O)C.[OH-].[Li+].C(O)(C)C.C1COCC1. The catalyst is O. The product is [CH3:35][C:26]1([CH3:36])[CH2:27][N:28]([CH:31]2[CH2:34][O:33][CH2:32]2)[CH2:29][CH2:30][N:25]1[C:22]1[CH:23]=[CH:24][C:19]([NH:18][C:16]2[C:15](=[O:37])[N:14]([CH3:38])[CH:13]=[C:12]([C:11]3[CH:10]=[CH:9][N:8]=[C:7]([N:39]4[CH2:51][CH2:50][N:42]5[C:43]6[CH2:44][CH2:45][CH2:46][CH2:47][C:48]=6[CH:49]=[C:41]5[C:40]4=[O:52])[C:6]=3[CH2:5][OH:4])[CH:17]=2)=[N:20][CH:21]=1. The yield is 0.460. (3) The reactants are [Cl:1][C:2]1[CH:7]=[C:6]([CH2:8][C:9]([O:11][CH3:12])=[O:10])[CH:5]=[CH:4][C:3]=1[C:13]1[C:18]([F:19])=[CH:17][C:16](OS(C(F)(F)F)(=O)=O)=[CH:15][C:14]=1[F:28].C([O-])(=O)C.[K+].[CH3:34][C:35]1([CH3:51])[C:39]([CH3:41])([CH3:40])[O:38][B:37]([B:37]2[O:38][C:39]([CH3:41])([CH3:40])[C:35]([CH3:51])([CH3:34])[O:36]2)[O:36]1. The catalyst is O1CCOCC1.Cl[Pd]Cl.C1(P(C2C=CC=CC=2)[C-]2C=CC=C2)C=CC=CC=1.[C-]1(P(C2C=CC=CC=2)C2C=CC=CC=2)C=CC=C1.[Fe+2].C1(P(C2C=CC=CC=2)[C-]2C=CC=C2)C=CC=CC=1.[C-]1(P(C2C=CC=CC=2)C2C=CC=CC=2)C=CC=C1.[Fe+2]. The product is [Cl:1][C:2]1[CH:7]=[C:6]([CH2:8][C:9]([O:11][CH3:12])=[O:10])[CH:5]=[CH:4][C:3]=1[C:13]1[C:14]([F:28])=[CH:15][C:16]([B:37]2[O:38][C:39]([CH3:41])([CH3:40])[C:35]([CH3:51])([CH3:34])[O:36]2)=[CH:17][C:18]=1[F:19]. The yield is 0.810. (4) The reactants are [NH2:1][C:2]1[CH:3]=[C:4]([CH:7]=[CH:8][C:9]=1[NH:10][CH2:11][C@@H:12]1[CH2:16][CH2:15][N:14]([C:17]([CH:19]2[CH2:21][CH2:20]2)=[O:18])[CH2:13]1)[C:5]#[N:6].[Br:22][C:23]1[CH:30]=[CH:29][C:26]([CH:27]=O)=[CH:25][CH:24]=1.CO. The catalyst is C(O)CCC.ClCCl. The product is [Br:22][C:23]1[CH:30]=[CH:29][C:26]([C:27]2[N:10]([CH2:11][C@@H:12]3[CH2:16][CH2:15][N:14]([C:17]([CH:19]4[CH2:21][CH2:20]4)=[O:18])[CH2:13]3)[C:9]3[CH:8]=[CH:7][C:4]([C:5]#[N:6])=[CH:3][C:2]=3[N:1]=2)=[CH:25][CH:24]=1. The yield is 0.660. (5) The reactants are C([O:3][C:4](=[O:30])[CH2:5][CH:6]1[CH2:11][CH2:10][N:9]([C:12]2[C:17]([NH:18][C:19](=[O:27])[C:20]3[CH:25]=[CH:24][CH:23]=[C:22]([Cl:26])[CH:21]=3)=[CH:16][C:15]([C:28]#[N:29])=[CH:14][N:13]=2)[CH2:8][CH2:7]1)C.O.[OH-].[Li+]. The catalyst is C1COCC1.CO. The product is [Cl:26][C:22]1[CH:21]=[C:20]([CH:25]=[CH:24][CH:23]=1)[C:19]([NH:18][C:17]1[C:12]([N:9]2[CH2:8][CH2:7][CH:6]([CH2:5][C:4]([OH:30])=[O:3])[CH2:11][CH2:10]2)=[N:13][CH:14]=[C:15]([C:28]#[N:29])[CH:16]=1)=[O:27]. The yield is 0.800. (6) The reactants are C[O:2][C:3](=O)[CH:4]([C:6]1[C:7]([Cl:13])=[N:8][CH:9]=[N:10][C:11]=1[Cl:12])[CH3:5].CC(C[AlH]CC(C)C)C. The catalyst is CCOCC. The product is [Cl:12][C:11]1[C:6]([CH:4]([CH3:5])[CH2:3][OH:2])=[C:7]([Cl:13])[N:8]=[CH:9][N:10]=1. The yield is 0.910. (7) The reactants are [NH2:1][C:2]1[CH:3]=[C:4]([C:8]2[C:16]3[C:11](=[CH:12][CH:13]=[C:14]([C:17]([NH2:19])=[O:18])[CH:15]=3)[N:10](C3CCCCO3)[N:9]=2)[CH:5]=[CH:6][CH:7]=1.[F:26][C:27]1[CH:28]=[C:29]([CH2:34][C:35](O)=[O:36])[CH:30]=[CH:31][C:32]=1[F:33].CCN=C=NCCCN(C)C. The product is [F:26][C:27]1[CH:28]=[C:29]([CH2:34][C:35]([NH:1][C:2]2[CH:3]=[C:4]([C:8]3[C:16]4[C:11](=[CH:12][CH:13]=[C:14]([C:17]([NH2:19])=[O:18])[CH:15]=4)[NH:10][N:9]=3)[CH:5]=[CH:6][CH:7]=2)=[O:36])[CH:30]=[CH:31][C:32]=1[F:33]. The yield is 0.100. No catalyst specified. (8) The reactants are [Br:1][C:2]1[CH:23]=[CH:22][C:5]([O:6][CH2:7][CH2:8][CH2:9][CH2:10][N:11]2C(=O)C3=CC=CC=C3C2=O)=[CH:4][CH:3]=1.O.NN.Cl. The catalyst is C(O)C.ClCCl. The product is [Br:1][C:2]1[CH:23]=[CH:22][C:5]([O:6][CH2:7][CH2:8][CH2:9][CH2:10][NH2:11])=[CH:4][CH:3]=1. The yield is 0.750. (9) The product is [CH3:11][C:10]([O:9][C:7]([N:4]1[CH2:3][C@H:2]([OH:1])[CH2:6][CH2:5]1)=[O:8])([CH3:13])[CH3:12]. The catalyst is CO. The yield is 0.870. The reactants are [OH:1][C@@H:2]1[CH2:6][CH2:5][NH:4][CH2:3]1.[C:7](O[C:7]([O:9][C:10]([CH3:13])([CH3:12])[CH3:11])=[O:8])([O:9][C:10]([CH3:13])([CH3:12])[CH3:11])=[O:8].